Task: Regression. Given a peptide amino acid sequence and an MHC pseudo amino acid sequence, predict their binding affinity value. This is MHC class I binding data.. Dataset: Peptide-MHC class I binding affinity with 185,985 pairs from IEDB/IMGT (1) The peptide sequence is VILFIMFMLI. The MHC is HLA-B35:01 with pseudo-sequence HLA-B35:01. The binding affinity (normalized) is 0.235. (2) The peptide sequence is YFPDWQNYT. The MHC is HLA-A31:01 with pseudo-sequence HLA-A31:01. The binding affinity (normalized) is 0. (3) The peptide sequence is SSPDAVTTY. The MHC is HLA-A29:02 with pseudo-sequence HLA-A29:02. The binding affinity (normalized) is 0.0774. (4) The binding affinity (normalized) is 0.764. The peptide sequence is TIGLSLVASV. The MHC is HLA-A02:03 with pseudo-sequence HLA-A02:03.